Dataset: Forward reaction prediction with 1.9M reactions from USPTO patents (1976-2016). Task: Predict the product of the given reaction. Given the reactants [C:1]([O-:8])(=[O:7])/[CH:2]=[CH:3]/[C:4]([O-:6])=[O:5].[F:9][CH:10]([F:19])[C@H:11]1[CH2:16][NH:15][CH2:14][C@@H:13]([OH:17])[C@@H:12]1[OH:18].C(O)(=O)/C=C/C(O)=O, predict the reaction product. The product is: [C:1]([OH:8])(=[O:7])/[CH:2]=[CH:3]/[C:4]([OH:6])=[O:5].[F:19][CH:10]([F:9])[C@H:11]1[CH2:16][NH:15][CH2:14][C@@H:13]([OH:17])[C@@H:12]1[OH:18].